This data is from Catalyst prediction with 721,799 reactions and 888 catalyst types from USPTO. The task is: Predict which catalyst facilitates the given reaction. (1) Reactant: [NH:1]1[C:5]2=[N:6][CH:7]=[CH:8][CH:9]=[C:4]2[CH:3]=[CH:2]1.[CH3:10][C:11]([O:14][C:15](O[C:15]([O:14][C:11]([CH3:13])([CH3:12])[CH3:10])=[O:16])=[O:16])([CH3:13])[CH3:12].O. Product: [N:1]1([C:15]([O:14][C:11]([CH3:13])([CH3:12])[CH3:10])=[O:16])[C:5]2=[N:6][CH:7]=[CH:8][CH:9]=[C:4]2[CH:3]=[CH:2]1. The catalyst class is: 230. (2) Reactant: [F:1][C:2]1[CH:7]=[CH:6][CH:5]=[CH:4][C:3]=1[OH:8].[H-].[Na+].Br[CH2:12][CH2:13][C:14](O)=[O:15].Cl. Product: [F:1][C:2]1[CH:7]=[CH:6][CH:5]=[C:4]2[C:3]=1[O:8][CH2:12][CH2:13][C:14]2=[O:15]. The catalyst class is: 9. (3) Reactant: [F:1][C:2]1[CH:7]=[CH:6][C:5]([O:8][C:9]2[CH:14]=[C:13]([F:15])[CH:12]=[C:11]([NH:16][C:17]3[CH:22]=[CH:21][C:20]([I:23])=[CH:19][C:18]=3[F:24])[C:10]=2[N+:25]([O-])=O)=[CH:4][C:3]=1[NH:28][S:29](=[O:32])(=[O:31])[NH2:30].S(S([O-])=O)([O-])=O.[Na+].[Na+]. Product: [NH2:25][C:10]1[C:11]([NH:16][C:17]2[CH:22]=[CH:21][C:20]([I:23])=[CH:19][C:18]=2[F:24])=[CH:12][C:13]([F:15])=[CH:14][C:9]=1[O:8][C:5]1[CH:6]=[CH:7][C:2]([F:1])=[C:3]([NH:28][S:29](=[O:31])(=[O:32])[NH2:30])[CH:4]=1. The catalyst class is: 20. (4) Reactant: N([O-])=O.[Na+].N[C:6]1[N:7]=[C:8]([O:24][CH3:25])[C:9]([NH:12][S:13]([C:16]2[CH:21]=[CH:20][CH:19]=[C:18]([Cl:22])[C:17]=2[Cl:23])(=[O:15])=[O:14])=[N:10][CH:11]=1.[H+].[B-](F)(F)(F)[F:28]. Product: [Cl:23][C:17]1[C:18]([Cl:22])=[CH:19][CH:20]=[CH:21][C:16]=1[S:13]([NH:12][C:9]1[C:8]([O:24][CH3:25])=[N:7][C:6]([F:28])=[CH:11][N:10]=1)(=[O:15])=[O:14]. The catalyst class is: 6. (5) Reactant: C([N:8]1[CH2:13][CH:12]=[C:11]([C:14]2[N:19]=[C:18]([OH:20])[CH:17]=[C:16]([C:21]3[CH:26]=[CH:25][CH:24]=[CH:23][CH:22]=3)[N:15]=2)[CH2:10][CH2:9]1)C1C=CC=CC=1.[C:35](O[C:35]([O:37][C:38]([CH3:41])([CH3:40])[CH3:39])=[O:36])([O:37][C:38]([CH3:41])([CH3:40])[CH3:39])=[O:36]. Product: [C:38]([O:37][C:35]([N:8]1[CH2:9][CH2:10][CH:11]([C:14]2[N:19]=[C:18]([OH:20])[CH:17]=[C:16]([C:21]3[CH:26]=[CH:25][CH:24]=[CH:23][CH:22]=3)[N:15]=2)[CH2:12][CH2:13]1)=[O:36])([CH3:39])([CH3:40])[CH3:41]. The catalyst class is: 381. (6) Reactant: [OH:1][N:2]=[C:3](Cl)[C:4]1[CH:9]=[CH:8][C:7]([CH3:10])=[N:6][CH:5]=1.[CH:12](Br)=[CH2:13].CCCC[Sn](O[Sn](CCCC)(CCCC)CCCC)(CCCC)CCCC. Product: [CH3:10][C:7]1[N:6]=[CH:5][C:4]([C:3]2[CH:13]=[CH:12][O:1][N:2]=2)=[CH:9][CH:8]=1. The catalyst class is: 11. (7) Reactant: N(C(OC(C)C)=O)=NC(OC(C)C)=O.[OH:15][C:16]1[CH:17]=[C:18]([C:22]2[CH:27]=[CH:26][CH:25]=[C:24]([C:28]#[N:29])[CH:23]=2)[CH:19]=[CH:20][CH:21]=1.O[CH:31]1[CH2:36][CH2:35][N:34]([C:37]([O:39][C:40]([CH3:43])([CH3:42])[CH3:41])=[O:38])[CH2:33][CH2:32]1.C1(P(C2C=CC=CC=2)C2C=CC=CC=2)C=CC=CC=1. Product: [C:28]([C:24]1[CH:23]=[C:22]([C:18]2[CH:19]=[CH:20][CH:21]=[C:16]([O:15][CH:31]3[CH2:36][CH2:35][N:34]([C:37]([O:39][C:40]([CH3:43])([CH3:42])[CH3:41])=[O:38])[CH2:33][CH2:32]3)[CH:17]=2)[CH:27]=[CH:26][CH:25]=1)#[N:29]. The catalyst class is: 7. (8) Reactant: [Cl-].[NH4+].C(O)(=O)C.[Br:7][C:8]1[CH:13]=[CH:12][C:11]([NH:14][C:15](=[O:18])[CH2:16][Cl:17])=[C:10]([N+:19]([O-])=O)[CH:9]=1.C(=O)([O-])[O-].[Na+].[Na+]. Product: [NH2:19][C:10]1[CH:9]=[C:8]([Br:7])[CH:13]=[CH:12][C:11]=1[NH:14][C:15](=[O:18])[CH2:16][Cl:17]. The catalyst class is: 136.